From a dataset of Full USPTO retrosynthesis dataset with 1.9M reactions from patents (1976-2016). Predict the reactants needed to synthesize the given product. (1) Given the product [NH2:12][C:8]1[C:9]2[C:4](=[CH:3][C:2]([N:16]3[CH2:17][CH2:18][O:14][C:15]3=[O:19])=[CH:11][CH:10]=2)[C:5]([Cl:13])=[CH:6][N:7]=1, predict the reactants needed to synthesize it. The reactants are: Br[C:2]1[CH:3]=[C:4]2[C:9](=[CH:10][CH:11]=1)[C:8]([NH2:12])=[N:7][CH:6]=[C:5]2[Cl:13].[O:14]1[CH2:18][CH2:17][NH:16][C:15]1=[O:19].[O-]P([O-])([O-])=O.[K+].[K+].[K+].CC1(C)C2C(=C(P(C3C=CC=CC=3)C3C=CC=CC=3)C=CC=2)OC2C(P(C3C=CC=CC=3)C3C=CC=CC=3)=CC=CC1=2. (2) Given the product [Br:1][C:2]1[CH:3]=[CH:4][C:5]([Cl:11])=[C:6]([C:7]([C:21]2[CH:22]=[CH:23][C:18]([O:24][CH2:25][CH3:26])=[CH:19][CH:20]=2)=[O:9])[CH:10]=1, predict the reactants needed to synthesize it. The reactants are: [Br:1][C:2]1[CH:3]=[CH:4][C:5]([Cl:11])=[C:6]([CH:10]=1)[C:7]([OH:9])=O.C(Cl)(=O)C(Cl)=O.[C:18]1([O:24][CH2:25][CH3:26])[CH:23]=[CH:22][CH:21]=[CH:20][CH:19]=1.[Cl-].[Al+3].[Cl-].[Cl-]. (3) Given the product [C:2]([C:4]1[CH:5]=[C:6]([N:10]2[C:16](=[O:17])[CH2:15][C:14](=[O:18])[N:13]([CH3:30])[C:12]3[C:19]4[C:24]([CH:25]=[CH:26][C:11]2=3)=[CH:23][CH:22]=[CH:21][CH:20]=4)[CH:7]=[CH:8][CH:9]=1)#[N:3], predict the reactants needed to synthesize it. The reactants are: O.[C:2]([C:4]1[CH:5]=[C:6]([N:10]2[C:16](=[O:17])[CH2:15][C:14](=[O:18])[NH:13][C:12]3[C:19]4[C:24]([CH:25]=[CH:26][C:11]2=3)=[CH:23][CH:22]=[CH:21][CH:20]=4)[CH:7]=[CH:8][CH:9]=1)#[N:3].[H-].[Na+].I[CH3:30].